From a dataset of NCI-60 drug combinations with 297,098 pairs across 59 cell lines. Regression. Given two drug SMILES strings and cell line genomic features, predict the synergy score measuring deviation from expected non-interaction effect. Drug 1: C#CCC(CC1=CN=C2C(=N1)C(=NC(=N2)N)N)C3=CC=C(C=C3)C(=O)NC(CCC(=O)O)C(=O)O. Drug 2: CC1C(C(CC(O1)OC2CC(CC3=C2C(=C4C(=C3O)C(=O)C5=CC=CC=C5C4=O)O)(C(=O)C)O)N)O. Cell line: NCI/ADR-RES. Synergy scores: CSS=35.8, Synergy_ZIP=-5.11, Synergy_Bliss=-2.69, Synergy_Loewe=-0.591, Synergy_HSA=0.135.